From a dataset of Experimentally validated miRNA-target interactions with 360,000+ pairs, plus equal number of negative samples. Binary Classification. Given a miRNA mature sequence and a target amino acid sequence, predict their likelihood of interaction. The miRNA is hsa-miR-374b-5p with sequence AUAUAAUACAACCUGCUAAGUG. The protein sequence of the target gene is MGTVPDPLRVTKASIVAASGKEESRGESQSVSPQPAQPDNNASGIGNVPAELSLQLSAAAQALMQACVSESSQQDMASPGVFSEGEPVSPKQKTPDDFLLHGSKESAAPGLNATAQKELISAPCLISVVQHTHHAIQRDAPNTSTCAVPEGSLVKSEANSNGENPEKPGCPARVTCCSSKNQEGLCDFPSPENSQGILQTPDIASPSADRPEGEGQKVINNITAVSSEPPVREGCSENKQPSATALNTTAERSENPPPSHLTSKGATCSSEARQALLPAQYPVSRFKEASTMTCQAESGA.... Result: 0 (no interaction).